From a dataset of Reaction yield outcomes from USPTO patents with 853,638 reactions. Predict the reaction yield, written as a fraction of the theoretical maximum amount of product (1.0 means a 100% yield; for example, 0.34 means a 34% yield). (1) The reactants are [NH2:1][C:2]1[CH:7]=[CH:6][C:5]([N+:8]([O-:10])=[O:9])=[CH:4][N:3]=1.C[Si]([N-][Si](C)(C)C)(C)C.[Na+].[C:21](O[C:21]([O:23][C:24]([CH3:27])([CH3:26])[CH3:25])=[O:22])([O:23][C:24]([CH3:27])([CH3:26])[CH3:25])=[O:22].O. The catalyst is C1COCC1. The product is [C:24]([O:23][C:21](=[O:22])[NH:1][C:2]1[CH:7]=[CH:6][C:5]([N+:8]([O-:10])=[O:9])=[CH:4][N:3]=1)([CH3:27])([CH3:26])[CH3:25]. The yield is 0.620. (2) The reactants are [N+:1]([C:4]1[CH:9]=[CH:8][C:7]([C:10]([CH3:17])([CH3:16])[C:11]([O:13][CH2:14][CH3:15])=[O:12])=[CH:6][CH:5]=1)([O-])=O.C([O-])=O.[K+]. The catalyst is CCO.O.[Pd]. The product is [NH2:1][C:4]1[CH:5]=[CH:6][C:7]([C:10]([CH3:16])([CH3:17])[C:11]([O:13][CH2:14][CH3:15])=[O:12])=[CH:8][CH:9]=1. The yield is 0.850. (3) The reactants are [F:1][C:2]1[CH:3]=[C:4]([CH:35]=[C:36]([F:38])[CH:37]=1)[C:5]([C:7]1[CH:8]=[C:9]2[C:13](=[CH:14][CH:15]=1)[NH:12][N:11]=[C:10]2[NH:16][C:17](=[O:34])[C:18]1[CH:23]=[CH:22][C:21]([N:24]2[CH2:29][CH2:28][N:27]([CH3:30])[CH2:26][CH2:25]2)=[CH:20][C:19]=1[N+:31]([O-:33])=[O:32])=O.[BH4-].[Na+]. The catalyst is C(Cl)Cl.FC(F)(F)C(O)=O. The product is [F:38][C:36]1[CH:35]=[C:4]([CH:3]=[C:2]([F:1])[CH:37]=1)[CH2:5][C:7]1[CH:8]=[C:9]2[C:13](=[CH:14][CH:15]=1)[NH:12][N:11]=[C:10]2[NH:16][C:17](=[O:34])[C:18]1[CH:23]=[CH:22][C:21]([N:24]2[CH2:25][CH2:26][N:27]([CH3:30])[CH2:28][CH2:29]2)=[CH:20][C:19]=1[N+:31]([O-:33])=[O:32]. The yield is 0.920. (4) The reactants are [F:1][C:2]1[CH:3]=[C:4]([CH:8]=[CH:9][CH:10]=1)[C:5]([OH:7])=[O:6].CN(CCN(C)C)C.[Li]C(CC)C.[Cl:24]C(Cl)(Cl)C(Cl)(Cl)Cl. The catalyst is C1COCC1. The product is [Cl:24][C:3]1[C:2]([F:1])=[CH:10][CH:9]=[CH:8][C:4]=1[C:5]([OH:7])=[O:6]. The yield is 0.740. (5) The reactants are Cl[C:2]1[N:7]=[CH:6][C:5]([NH2:8])=[C:4]([C:9]2[C:10](F)=[N:11][CH:12]=[C:13]([C:15]3[CH:20]=[CH:19][C:18]([CH2:21][N:22]4[CH2:27][CH2:26][CH2:25][CH2:24][CH2:23]4)=[CH:17][CH:16]=3)[CH:14]=2)[CH:3]=1.[Br:29][Si](C)(C)C. The catalyst is O1CCOCC1. The product is [Br:29][C:2]1[N:7]=[CH:6][C:5]2[NH:8][C:10]3[N:11]=[CH:12][C:13]([C:15]4[CH:20]=[CH:19][C:18]([CH2:21][N:22]5[CH2:27][CH2:26][CH2:25][CH2:24][CH2:23]5)=[CH:17][CH:16]=4)=[CH:14][C:9]=3[C:4]=2[CH:3]=1. The yield is 0.450. (6) The reactants are C(O[C:4](=O)[CH2:5][CH2:6][CH:7]([N:9]1[CH2:14][CH2:13][CH2:12][CH:11]([CH2:15][C:16]2[CH:21]=[CH:20][CH:19]=[CH:18][CH:17]=2)[CH2:10]1)C)C.[H-].[H-].[H-].[H-].[Li+].[Al+3].C1C[O:32][CH2:31]C1. The catalyst is [NH4+].[Cl-]. The product is [CH2:15]([CH:11]1[CH2:12][CH2:13][CH2:14][N:9]([CH2:7][CH2:6][CH2:5][CH2:4][CH2:31][OH:32])[CH2:10]1)[C:16]1[CH:17]=[CH:18][CH:19]=[CH:20][CH:21]=1. The yield is 0.810. (7) The reactants are [N:1]1[CH:6]=[CH:5][CH:4]=[CH:3][C:2]=1[C:7]([OH:9])=O.CCN=C=NCCCN(C)C.Cl.C1C=CC2N(O)N=NC=2C=1.CCN(C(C)C)C(C)C.[NH2:41][CH:42]([C:48]#[N:49])[C:43]([O:45][CH2:46][CH3:47])=[O:44]. The catalyst is C1COCC1. The product is [C:48]([CH:42]([NH:41][C:7](=[O:9])[C:2]1[CH:3]=[CH:4][CH:5]=[CH:6][N:1]=1)[C:43]([O:45][CH2:46][CH3:47])=[O:44])#[N:49]. The yield is 0.300. (8) The reactants are C([O-])(=O)C.[NH4+].[O:6]=[C:7]1[N:12]([CH2:13][CH:14]=O)[C:11]2[CH:16]=[CH:17][CH:18]=[CH:19][C:10]=2[O:9][CH2:8]1.C([BH3-])#[N:21].[Na+].N. The catalyst is CCO. The product is [NH2:21][CH2:14][CH2:13][N:12]1[C:11]2[CH:16]=[CH:17][CH:18]=[CH:19][C:10]=2[O:9][CH2:8][C:7]1=[O:6]. The yield is 0.800. (9) The reactants are [CH3:1][O:2][C:3]1[CH:4]=[CH:5][C:6]2[C:10]([C:11](=[O:24])[C:12]3[CH:17]=[C:16]([O:18][CH3:19])[C:15]([O:20][CH3:21])=[C:14]([O:22][CH3:23])[CH:13]=3)=[C:9]([CH3:25])[S:8][C:7]=2[C:26]=1[O:27]S(C1C=CC(C)=CC=1)(=O)=O.CO. The catalyst is C1COCC1.[OH-].[Na+]. The product is [OH:27][C:26]1[C:7]2[S:8][C:9]([CH3:25])=[C:10]([C:11](=[O:24])[C:12]3[CH:17]=[C:16]([O:18][CH3:19])[C:15]([O:20][CH3:21])=[C:14]([O:22][CH3:23])[CH:13]=3)[C:6]=2[CH:5]=[CH:4][C:3]=1[O:2][CH3:1]. The yield is 0.280.